Task: Predict the product of the given reaction.. Dataset: Forward reaction prediction with 1.9M reactions from USPTO patents (1976-2016) (1) The product is: [CH3:37][O:36][C:34](=[O:35])[CH:33]([CH2:38][C:39]1[CH:40]=[CH:41][C:42]([O:16][CH2:15][CH2:14][N:12]2[C:13]3[CH:1]=[N:2][CH:3]=[CH:4][C:5]=3[C:6]3[C:11]2=[CH:10][CH:9]=[CH:8][CH:7]=3)=[CH:43][CH:44]=1)[C:32]([O:31][CH3:30])=[O:46]. Given the reactants [CH:1]1[C:13]2[N:12]([CH2:14][CH2:15][OH:16])[C:11]3[C:6](=[CH:7][CH:8]=[CH:9][CH:10]=3)[C:5]=2[CH:4]=[CH:3][N:2]=1.C(P(CCCC)CCCC)CCC.[CH3:30][O:31][C:32](=[O:46])[CH:33]([CH2:38][C:39]1[CH:44]=[CH:43][C:42](O)=[CH:41][CH:40]=1)[C:34]([O:36][CH3:37])=[O:35].CCCCCCC, predict the reaction product. (2) Given the reactants [CH:1]12[CH2:10]C3CC(CC(C3)[CH:2]1OCC1C(Cl)=CC(C(NS(C)(=O)=O)=O)=C(F)C=1)C2.Cl[C:29]1[C:30]([O:43][CH2:44][CH:45]2[CH2:50][CH2:49][CH2:48][CH2:47][CH2:46]2)=[CH:31][C:32]([F:42])=[C:33]([CH:41]=1)[C:34]([NH:36][S:37]([CH3:40])(=[O:39])=[O:38])=[O:35], predict the reaction product. The product is: [CH:45]1([CH2:44][O:43][C:30]2[C:29]([CH:10]3[CH2:1][CH2:2]3)=[CH:41][C:33]([C:34]([NH:36][S:37]([CH3:40])(=[O:39])=[O:38])=[O:35])=[C:32]([F:42])[CH:31]=2)[CH2:50][CH2:49][CH2:48][CH2:47][CH2:46]1. (3) Given the reactants [Cl:1][C:2]1[C:3](=[O:27])[N:4]([C:10]2[CH:15]=[C:14]([C:16]3[CH:21]=[CH:20][N:19]=[C:18]([C:22]([OH:25])([CH3:24])[CH3:23])[N:17]=3)[CH:13]=[CH:12][C:11]=2[CH3:26])[C:5]([CH3:9])=[N:6][C:7]=1[OH:8].Cl[CH2:29][C:30]1[CH:35]=[CH:34][C:33]([F:36])=[C:32]([CH3:37])[C:31]=1[F:38].C(=O)([O-])[O-].[K+].[K+].C1OCCOCCOCCOCCOCCOC1, predict the reaction product. The product is: [Cl:1][C:2]1[C:3](=[O:27])[N:4]([C:10]2[CH:15]=[C:14]([C:16]3[CH:21]=[CH:20][N:19]=[C:18]([C:22]([OH:25])([CH3:23])[CH3:24])[N:17]=3)[CH:13]=[CH:12][C:11]=2[CH3:26])[C:5]([CH3:9])=[N:6][C:7]=1[O:8][CH2:29][C:30]1[CH:35]=[CH:34][C:33]([F:36])=[C:32]([CH3:37])[C:31]=1[F:38]. (4) Given the reactants [F:1][C:2]([F:18])([F:17])[C:3]1[CH:4]=[CH:5][C:6]([O:9][C:10]2[CH:11]=[C:12]([OH:16])[CH:13]=[CH:14][CH:15]=2)=[N:7][CH:8]=1.[CH3:19][N:20]([C:24]1[CH:29]=[CH:28][CH:27]=[CH:26][CH:25]=1)[C:21](Cl)=[O:22], predict the reaction product. The product is: [F:18][C:2]([F:1])([F:17])[C:3]1[CH:4]=[CH:5][C:6]([O:9][C:10]2[CH:11]=[C:12]([O:16][C:21](=[O:22])[N:20]([CH3:19])[C:24]3[CH:29]=[CH:28][CH:27]=[CH:26][CH:25]=3)[CH:13]=[CH:14][CH:15]=2)=[N:7][CH:8]=1. (5) The product is: [Cl:1][C:2]1[CH:21]=[C:20]([F:22])[CH:19]=[CH:18][C:3]=1[O:4][C:5]1[CH:13]=[CH:12][CH:11]=[C:10]([C:14]([F:15])([F:17])[F:16])[C:6]=1[C:7]([NH:23][C:24]1[CH:25]=[CH:26][C:27]([C:30]([OH:32])=[O:31])=[N:28][CH:29]=1)=[O:8]. Given the reactants [Cl:1][C:2]1[CH:21]=[C:20]([F:22])[CH:19]=[CH:18][C:3]=1[O:4][C:5]1[CH:13]=[CH:12][CH:11]=[C:10]([C:14]([F:17])([F:16])[F:15])[C:6]=1[C:7](O)=[O:8].[NH2:23][C:24]1[CH:25]=[CH:26][C:27]([C:30]([O:32]CC)=[O:31])=[N:28][CH:29]=1.CN(C(ON1N=NC2C=CC=NC1=2)=[N+](C)C)C.F[P-](F)(F)(F)(F)F.CN1CCOCC1.[H-].[Na+], predict the reaction product.